From a dataset of Catalyst prediction with 721,799 reactions and 888 catalyst types from USPTO. Predict which catalyst facilitates the given reaction. Reactant: C(N(CC)CC)C.Cl.[CH3:9][O:10][C:11]1[CH:12]=[C:13]2[C:18](=[CH:19][C:20]=1[O:21][CH3:22])[CH2:17][N:16]([NH2:23])[CH2:15][CH2:14]2.Cl[C:25]([O:27][C:28]1[CH:33]=[CH:32][C:31]([Cl:34])=[CH:30][CH:29]=1)=[O:26]. Product: [Cl:34][C:31]1[CH:32]=[CH:33][C:28]([O:27][C:25](=[O:26])[NH:23][N:16]2[CH2:15][CH2:14][C:13]3[C:18](=[CH:19][C:20]([O:21][CH3:22])=[C:11]([O:10][CH3:9])[CH:12]=3)[CH2:17]2)=[CH:29][CH:30]=1. The catalyst class is: 4.